Dataset: Reaction yield outcomes from USPTO patents with 853,638 reactions. Task: Predict the reaction yield, written as a fraction of the theoretical maximum amount of product (1.0 means a 100% yield; for example, 0.34 means a 34% yield). (1) The reactants are [CH2:1]([O:3][C:4](=[O:26])[CH:5]([C:20]1[CH:25]=[CH:24][CH:23]=[CH:22][N:21]=1)[CH2:6][C:7]([C:9]1[CH:14]=[CH:13][C:12]([O:15][CH2:16][CH2:17][CH2:18]Cl)=[CH:11][CH:10]=1)=[O:8])[CH3:2].[CH3:27][C@@H:28]1[CH2:32][CH2:31][CH2:30][NH2+:29]1.C1(S([O-])(=O)=O)C=CC=CC=1.C(=O)([O-])[O-].[K+].[K+].[I-].[K+]. The catalyst is C(#N)C. The product is [CH2:1]([O:3][C:4](=[O:26])[CH:5]([C:20]1[CH:25]=[CH:24][CH:23]=[CH:22][N:21]=1)[CH2:6][C:7]([C:9]1[CH:14]=[CH:13][C:12]([O:15][CH2:16][CH2:17][CH2:18][N:29]2[CH2:30][CH2:31][CH2:32][C@H:28]2[CH3:27])=[CH:11][CH:10]=1)=[O:8])[CH3:2]. The yield is 0.280. (2) The reactants are [CH:1]1([CH2:4][OH:5])[CH2:3][CH2:2]1.F[C:7]1[CH:8]=[C:9]([CH3:16])[CH:10]=[CH:11][C:12]=1[N+:13]([O-:15])=[O:14].[CH:17]1([CH2:20][O:21][C:22]2[CH:28]=[C:27]([CH3:29])[CH:26]=[CH:25][C:23]=2[NH2:24])[CH2:19][CH2:18]1.[NH2:30][C:31]1[S:32][CH:33]=[CH:34][N:35]=1. No catalyst specified. The product is [CH:1]1([CH2:4][O:5][C:7]2[CH:8]=[C:9]([CH3:16])[CH:10]=[CH:11][C:12]=2[N+:13]([O-:15])=[O:14])[CH2:3][CH2:2]1.[CH:17]1([CH2:20][O:21][C:22]2[CH:28]=[C:27]([CH3:29])[CH:26]=[CH:25][C:23]=2[NH:24][C:4]([NH:30][C:31]2[S:32][CH:33]=[CH:34][N:35]=2)=[O:5])[CH2:18][CH2:19]1. The yield is 0.750. (3) The reactants are [N:1]1[CH:6]=[CH:5][C:4]([NH:7][C:8]2[C:16]3[C:11](=[CH:12][CH:13]=[CH:14][CH:15]=3)[NH:10][C:9]=2[C:17]([OH:19])=[O:18])=[CH:3][CH:2]=1.[CH2:20]([N:22]([CH2:28][CH3:29])[C:23](=[O:27])[O:24][CH2:25]Cl)[CH3:21].C([O-])([O-])=O.[K+].[K+]. The catalyst is CN(C=O)C. The product is [CH2:20]([N:22]([CH2:28][CH3:29])[C:23]([O:24][CH2:25][O:18][C:17]([C:9]1[NH:10][C:11]2[C:16]([C:8]=1[NH:7][C:4]1[CH:5]=[CH:6][N:1]=[CH:2][CH:3]=1)=[CH:15][CH:14]=[CH:13][CH:12]=2)=[O:19])=[O:27])[CH3:21]. The yield is 0.360. (4) The reactants are [NH2:1][C:2]1[C:3]([C:9]([O:11][CH3:12])=[O:10])=[N:4][C:5](Br)=[CH:6][CH:7]=1.[F:13][C:14]1[CH:19]=[CH:18][CH:17]=[C:16]([F:20])[C:15]=1B(O)O. The product is [NH2:1][C:2]1[C:3]([C:9]([O:11][CH3:12])=[O:10])=[N:4][C:5]([C:15]2[C:14]([F:13])=[CH:19][CH:18]=[CH:17][C:16]=2[F:20])=[CH:6][CH:7]=1. The catalyst is C1C=CC(P(C2C=CC=CC=2)[C-]2C=CC=C2)=CC=1.C1C=CC(P(C2C=CC=CC=2)[C-]2C=CC=C2)=CC=1.Cl[Pd]Cl.[Fe+2].C(Cl)Cl.COCCOC. The yield is 0.470. (5) The catalyst is CCO.O. The reactants are [OH-].[Na+].C([O:5][C:6]([C:8]1[N:9]=[C:10]2[CH:15]=[CH:14][CH:13]=[CH:12][N:11]2[CH:16]=1)=[O:7])C. The yield is 0.730. The product is [N:9]1[C:8]([C:6]([OH:7])=[O:5])=[CH:16][N:11]2[CH:12]=[CH:13][CH:14]=[CH:15][C:10]=12. (6) The reactants are [OH:1][C:2]([C:8]1[S:9][CH:10]=[C:11]([CH3:13])[N:12]=1)([CH3:7])[C:3]([NH:5][NH2:6])=O.[F:14][C:15]1[C:16]([CH2:22][N:23]2[CH:27]=[CH:26][C:25]([N:28]=[C:29]=[S:30])=[N:24]2)=[N:17][CH:18]=[CH:19][C:20]=1[CH3:21].S(=O)(=O)(O)O.N. The catalyst is C(O)C.O.C(OCC)(=O)C. The product is [F:14][C:15]1[C:16]([CH2:22][N:23]2[CH:27]=[CH:26][C:25]([NH:28][C:29]3[S:30][C:3]([C:2]([C:8]4[S:9][CH:10]=[C:11]([CH3:13])[N:12]=4)([OH:1])[CH3:7])=[N:5][N:6]=3)=[N:24]2)=[N:17][CH:18]=[CH:19][C:20]=1[CH3:21]. The yield is 0.683. (7) The reactants are C(OP([CH2:9][C:10]#[N:11])(=O)OCC)C.C[Si]([N-][Si](C)(C)C)(C)C.[Li+].[CH2:22]([O:24][C:25]1[CH:26]=[C:27]([C:33]([C:35]2[CH:40]=[CH:39][C:38]([O:41][CH3:42])=[C:37]([CH3:43])[CH:36]=2)=O)[CH:28]=[CH:29][C:30]=1[O:31][CH3:32])[CH3:23]. The catalyst is C1COCC1. The product is [CH2:22]([O:24][C:25]1[CH:26]=[C:27]([C:33]([C:35]2[CH:40]=[CH:39][C:38]([O:41][CH3:42])=[C:37]([CH3:43])[CH:36]=2)=[CH:9][C:10]#[N:11])[CH:28]=[CH:29][C:30]=1[O:31][CH3:32])[CH3:23]. The yield is 0.750.